This data is from Full USPTO retrosynthesis dataset with 1.9M reactions from patents (1976-2016). The task is: Predict the reactants needed to synthesize the given product. (1) Given the product [N:20]1([CH2:3][C:4]2[CH:13]=[CH:12][C:11]3[C:6](=[CH:7][CH:8]=[CH:9][CH:10]=3)[N:5]=2)[CH2:25][CH2:24][NH:23][CH2:22][CH2:21]1, predict the reactants needed to synthesize it. The reactants are: Cl.Cl[CH2:3][C:4]1[CH:13]=[CH:12][C:11]2[C:6](=[CH:7][CH:8]=[CH:9][CH:10]=2)[N:5]=1.C(=O)([O-])[O-].[K+].[K+].[N:20]1(C(OC(C)(C)C)=O)[CH2:25][CH2:24][NH:23][CH2:22][CH2:21]1. (2) Given the product [Cl:18][C:15]1[CH:16]=[CH:17][C:12]([S:9]([N:8]([C:7]2[C:2]([C:35](=[O:36])[C:34]3[CH:41]=[C:42]([CH3:45])[CH:43]=[CH:44][C:33]=3[Cl:32])=[N:3][CH:4]=[C:5]([Cl:26])[CH:6]=2)[CH2:23][O:24][CH3:25])(=[O:11])=[O:10])=[CH:13][C:14]=1[C:19]([F:22])([F:21])[F:20], predict the reactants needed to synthesize it. The reactants are: Br[C:2]1[C:7]([N:8]([CH2:23][O:24][CH3:25])[S:9]([C:12]2[CH:17]=[CH:16][C:15]([Cl:18])=[C:14]([C:19]([F:22])([F:21])[F:20])[CH:13]=2)(=[O:11])=[O:10])=[CH:6][C:5]([Cl:26])=[CH:4][N:3]=1.C([Mg]Cl)(C)C.[Cl:32][C:33]1[CH:44]=[CH:43][C:42]([CH3:45])=[CH:41][C:34]=1[C:35](N(OC)C)=[O:36]. (3) Given the product [CH3:1][N:2]1[C:14]2[CH2:9][CH2:10][CH:11]([CH:15]3[CH2:20][CH2:19][O:18][CH2:17][CH2:16]3)[CH2:12][C:13]=2[C:8]2[C:3]1=[CH:4][CH:5]=[C:6]([C:21]([N:35]1[CH2:34][CH2:33][CH:32]([NH:31][C:24](=[O:25])[O:26][C:27]([CH3:29])([CH3:28])[CH3:30])[CH2:37][CH2:36]1)=[O:23])[CH:7]=2, predict the reactants needed to synthesize it. The reactants are: [CH3:1][N:2]1[C:14]2[CH2:13][CH2:12][CH:11]([CH:15]3[CH2:20][CH2:19][O:18][CH2:17][CH2:16]3)[CH2:10][C:9]=2[C:8]2[C:3]1=[CH:4][CH:5]=[C:6]([C:21]([OH:23])=O)[CH:7]=2.[C:24]([NH:31][CH:32]1[CH2:37][CH2:36][NH:35][CH2:34][CH2:33]1)([O:26][C:27]([CH3:30])([CH3:29])[CH3:28])=[O:25].F[P-](F)(F)(F)(F)F.N1(OC(N(C)C)=[N+](C)C)C2N=CC=CC=2N=N1.C(N(CC)C(C)C)(C)C.